From a dataset of Catalyst prediction with 721,799 reactions and 888 catalyst types from USPTO. Predict which catalyst facilitates the given reaction. (1) Reactant: [N:1]1([C:5]2[CH:10]=[C:9]([Cl:11])[N:8]=[C:7](SC)[N:6]=2)[CH2:4][CH2:3][CH2:2]1.Cl[C:15]1C=CC=C(C(OO)=O)C=1.[S:25]([O-:28])([O-])=[O:26].[Na+].[Na+]. The catalyst class is: 4. Product: [N:1]1([C:5]2[CH:10]=[C:9]([Cl:11])[N:8]=[C:7]([S:25]([CH3:15])(=[O:28])=[O:26])[N:6]=2)[CH2:4][CH2:3][CH2:2]1. (2) Reactant: [CH2:1]([C:3]1[CH:8]=[C:7]([CH3:9])[CH:6]=[C:5]([CH2:10][CH3:11])[C:4]=1[CH:12]1[C:19](=[O:20])[CH:18]2[CH:14]([CH2:15][CH:16]([CH2:21][CH2:22][CH2:23][CH:24]=O)[CH2:17]2)[C:13]1=[O:26])[CH3:2].Cl.[CH3:28][O:29][NH2:30].C(N(CC)CC)C. Product: [CH2:10]([C:5]1[CH:6]=[C:7]([CH3:9])[CH:8]=[C:3]([CH2:1][CH3:2])[C:4]=1[CH:12]1[C:13](=[O:26])[CH:14]2[CH:18]([CH2:17][CH:16]([CH2:21][CH2:22][C:23](=[N:30][O:29][CH3:28])[CH3:24])[CH2:15]2)[C:19]1=[O:20])[CH3:11]. The catalyst class is: 115. (3) Reactant: C[O:2][C:3]([C@H:5]1[CH2:10][CH2:9][C@H:8]([CH2:11][N:12]2[C:16]3[CH:17]=[C:18]([C:21]#[C:22][Si](C)(C)C)[CH:19]=[CH:20][C:15]=3[N:14]([CH3:27])[C:13]2=[O:28])[CH2:7][CH2:6]1)=[O:4]. Product: [C:21]([C:18]1[CH:19]=[CH:20][C:15]2[N:14]([CH3:27])[C:13](=[O:28])[N:12]([CH2:11][C@H:8]3[CH2:9][CH2:10][C@H:5]([C:3]([OH:4])=[O:2])[CH2:6][CH2:7]3)[C:16]=2[CH:17]=1)#[CH:22]. The catalyst class is: 20. (4) Reactant: [CH2:1]([O:8][C:9]([CH:11]([CH2:16][CH2:17][C:18]([O:20][CH2:21][C:22]1[CH:27]=[CH:26][CH:25]=[CH:24][CH:23]=1)=[O:19])[CH2:12][PH:13](=[O:15])[OH:14])=[O:10])[C:2]1[CH:7]=[CH:6][CH:5]=[CH:4][CH:3]=1.[CH2:28](O)[C:29]1[CH:34]=[CH:33][CH:32]=[CH:31][CH:30]=1.CN(C1C=CC=CN=1)C.C1(N=C=NC2CCCCC2)CCCCC1. Product: [CH2:1]([O:8][C:9]([CH:11]([CH2:16][CH2:17][C:18]([O:20][CH2:21][C:22]1[CH:23]=[CH:24][CH:25]=[CH:26][CH:27]=1)=[O:19])[CH2:12][P:13]([CH2:28][C:29]1[CH:34]=[CH:33][CH:32]=[CH:31][CH:30]=1)(=[O:14])[OH:15])=[O:10])[C:2]1[CH:7]=[CH:6][CH:5]=[CH:4][CH:3]=1. The catalyst class is: 7. (5) Reactant: [C:1]([C:4]1[CH:5]=[CH:6][C:7]([N:10]2[CH:14]=[CH:13][N:12]=[CH:11]2)=[N:8][CH:9]=1)(=[O:3])[CH3:2].[Br:15][Si](C)(C)C.O.BrN1C(=O)CCC1=O. Product: [Br:15][CH2:2][C:1]([C:4]1[CH:5]=[CH:6][C:7]([N:10]2[CH:14]=[CH:13][N:12]=[CH:11]2)=[N:8][CH:9]=1)=[O:3]. The catalyst class is: 236. (6) Reactant: C(OC([NH:8][C:9]1[S:10][C:11]([CH2:14][P:15](=[O:22])([O:19][CH2:20][CH3:21])[O:16][CH2:17][CH3:18])=[CH:12][N:13]=1)=O)(C)(C)C.C(O)(C(F)(F)F)=O. Product: [NH2:8][C:9]1[S:10][C:11]([CH2:14][P:15](=[O:22])([O:19][CH2:20][CH3:21])[O:16][CH2:17][CH3:18])=[CH:12][N:13]=1. The catalyst class is: 2.